This data is from NCI-60 drug combinations with 297,098 pairs across 59 cell lines. The task is: Regression. Given two drug SMILES strings and cell line genomic features, predict the synergy score measuring deviation from expected non-interaction effect. (1) Drug 1: CCN(CC)CCCC(C)NC1=C2C=C(C=CC2=NC3=C1C=CC(=C3)Cl)OC. Drug 2: COCCOC1=C(C=C2C(=C1)C(=NC=N2)NC3=CC=CC(=C3)C#C)OCCOC.Cl. Cell line: NCI-H460. Synergy scores: CSS=13.9, Synergy_ZIP=-1.99, Synergy_Bliss=3.65, Synergy_Loewe=-2.84, Synergy_HSA=0.660. (2) Drug 1: CC(CN1CC(=O)NC(=O)C1)N2CC(=O)NC(=O)C2. Drug 2: CC1=C2C(C(=O)C3(C(CC4C(C3C(C(C2(C)C)(CC1OC(=O)C(C(C5=CC=CC=C5)NC(=O)OC(C)(C)C)O)O)OC(=O)C6=CC=CC=C6)(CO4)OC(=O)C)O)C)O. Cell line: M14. Synergy scores: CSS=36.5, Synergy_ZIP=-1.63, Synergy_Bliss=0.284, Synergy_Loewe=-18.9, Synergy_HSA=0.162.